Regression. Given two drug SMILES strings and cell line genomic features, predict the synergy score measuring deviation from expected non-interaction effect. From a dataset of NCI-60 drug combinations with 297,098 pairs across 59 cell lines. Drug 1: C1CCC(C1)C(CC#N)N2C=C(C=N2)C3=C4C=CNC4=NC=N3. Drug 2: C1C(C(OC1N2C=C(C(=O)NC2=O)F)CO)O. Cell line: IGROV1. Synergy scores: CSS=32.7, Synergy_ZIP=-3.32, Synergy_Bliss=-0.0466, Synergy_Loewe=-26.3, Synergy_HSA=2.46.